From a dataset of Catalyst prediction with 721,799 reactions and 888 catalyst types from USPTO. Predict which catalyst facilitates the given reaction. (1) Reactant: C(OC(=O)[NH:7][C:8]12[CH2:15][CH:14]3[CH2:16][C:10]([CH2:17][N:18]4[CH:22]=[N:21][N:20]=[N:19]4)([CH2:11][CH:12]1[CH2:13]3)[CH2:9]2)CCC.Cl. Product: [N:18]1([CH2:17][C:10]23[CH2:16][CH:14]4[CH2:13][CH:12]([CH2:11]2)[C:8]([NH2:7])([CH2:15]4)[CH2:9]3)[CH:22]=[N:21][N:20]=[N:19]1. The catalyst class is: 25. (2) Reactant: [CH2:1](Br)[CH:2]=[CH2:3].[CH2:5]([N:12]1[CH2:17][CH2:16][C:15]2([CH:22]=[C:21]([C:23]3[CH:28]=[C:27]([F:29])[C:26]([OH:30])=[C:25]([F:31])[CH:24]=3)[C:20]3[CH:32]=[CH:33][CH:34]=[CH:35][C:19]=3[O:18]2)[CH2:14][CH2:13]1)[C:6]1[CH:11]=[CH:10][CH:9]=[CH:8][CH:7]=1.C(=O)([O-])[O-].[Cs+].[Cs+].CN(C)C=O. Product: [CH2:5]([N:12]1[CH2:13][CH2:14][C:15]2([CH:22]=[C:21]([C:23]3[CH:28]=[C:27]([F:29])[C:26]([O:30][CH2:3][CH:2]=[CH2:1])=[C:25]([F:31])[CH:24]=3)[C:20]3[CH:32]=[CH:33][CH:34]=[CH:35][C:19]=3[O:18]2)[CH2:16][CH2:17]1)[C:6]1[CH:11]=[CH:10][CH:9]=[CH:8][CH:7]=1. The catalyst class is: 84. (3) The catalyst class is: 6. Product: [CH3:17][N:14]1[CH2:15][CH2:16][C:4]2[N:3]([C:1]#[C:2][C:19]3[CH:24]=[N:23][C:22]([CH3:25])=[CH:21][CH:20]=3)[C:11]3[CH:10]=[CH:9][C:8]([CH3:12])=[CH:7][C:6]=3[C:5]=2[CH2:13]1.[F:43][C:1]([N:3]1[C:11]2[CH:10]=[CH:9][C:8]([CH3:12])=[CH:7][C:6]=2[C:5]2[CH2:13][N:14]([CH3:17])[CH2:15][CH2:16][C:4]1=2)=[C:2]([C:40]1[CH:39]=[N:30][C:35]([CH3:36])=[CH:42][CH:41]=1)[C:19]1[CH:24]=[N:23][C:22]([CH3:25])=[CH:21][CH:20]=1. Reactant: [C:1]([N:3]1[C:11]2[CH:10]=[CH:9][C:8]([CH3:12])=[CH:7][C:6]=2[C:5]2[CH2:13][N:14]([CH3:17])[CH2:15][CH2:16][C:4]1=2)#[CH:2].Br[C:19]1[CH:20]=[CH:21][C:22]([CH3:25])=[N:23][CH:24]=1.CCCC[N+:30]([CH2:39][CH2:40][CH2:41][CH3:42])([CH2:35][CH2:36]CC)CCCC.[F-:43]. (4) Reactant: [CH2:1]([O:8][C:9]([N:11]1[CH2:15][CH2:14][CH2:13][CH:12]1[C:16]([OH:18])=O)=[O:10])[C:2]1[CH:7]=[CH:6][CH:5]=[CH:4][CH:3]=1.S(Cl)([Cl:21])=O. Product: [Cl:21][C:16]([CH:12]1[CH2:13][CH2:14][CH2:15][N:11]1[C:9]([O:8][CH2:1][C:2]1[CH:7]=[CH:6][CH:5]=[CH:4][CH:3]=1)=[O:10])=[O:18]. The catalyst class is: 4. (5) The catalyst class is: 90. Product: [C:13]([O:16][CH:5]1[CH:4]=[CH:3][C:1](=[O:7])[CH2:2][O:6]1)(=[O:15])[CH3:14]. Reactant: [CH2:1]([OH:7])[C:2]1[O:6][CH:5]=[CH:4][CH:3]=1.C(=O)([O-])O.[Na+].[C:13]([O-:16])(=[O:15])[CH3:14].[Na+].BrN1C(=O)CCC1=O.C(OC(=O)C)(=O)C. (6) Reactant: ClC1C=CC=C(C(OO)=[O:9])C=1.[N+:12]([C:15]1[C:16]([N:24]2[CH2:29][CH2:28][CH2:27][C@H:26]([NH:30][C:31](=[O:37])[O:32][C:33]([CH3:36])([CH3:35])[CH3:34])[CH2:25]2)=[C:17]2[CH2:23][CH2:22][CH2:21][C:18]2=[N:19][CH:20]=1)([O-:14])=[O:13].[O-]S([O-])(=S)=O.[Na+].[Na+].[OH-].[Na+]. Product: [N+:12]([C:15]1[C:16]([N:24]2[CH2:29][CH2:28][CH2:27][C@H:26]([NH:30][C:31](=[O:37])[O:32][C:33]([CH3:34])([CH3:36])[CH3:35])[CH2:25]2)=[C:17]2[CH2:23][CH2:22][CH2:21][C:18]2=[N+:19]([O-:9])[CH:20]=1)([O-:14])=[O:13]. The catalyst class is: 2. (7) Reactant: [CH2:1]([O:8][C:9]1[CH:10]=[CH:11][C:12]2[CH2:13][C@H:14]3[N:26]([CH2:27][CH:28]4[CH2:30][CH2:29]4)[CH2:25][CH2:24][C@:20]45[C:21]=2[C:22]=1[O:23][C@H:19]4[C@H:18]([N:31]1[CH2:35][CH2:34][CH2:33][C:32]1=[O:36])[CH2:17][CH2:16][C@@:15]35[OH:37])[C:2]1[CH:7]=[CH:6][CH:5]=[CH:4][CH:3]=1.[Li+].CC([N-]C(C)C)C.C1COCC1.[CH2:51](Br)[C:52]1[CH:57]=[CH:56][CH:55]=[CH:54][CH:53]=1.C(=O)([O-])O.[Na+]. Product: [CH2:1]([O:8][C:9]1[CH:10]=[CH:11][C:12]2[CH2:13][C@H:14]3[N:26]([CH2:27][CH:28]4[CH2:29][CH2:30]4)[CH2:25][CH2:24][C@:20]45[C:21]=2[C:22]=1[O:23][C@H:19]4[C@H:18]([N:31]1[CH2:35][CH2:34][CH:33]([CH2:51][C:52]2[CH:57]=[CH:56][CH:55]=[CH:54][CH:53]=2)[C:32]1=[O:36])[CH2:17][CH2:16][C@@:15]35[OH:37])[C:2]1[CH:3]=[CH:4][CH:5]=[CH:6][CH:7]=1. The catalyst class is: 1.